Predict which catalyst facilitates the given reaction. From a dataset of Catalyst prediction with 721,799 reactions and 888 catalyst types from USPTO. Reactant: [CH3:1][N:2]1[C:7]([C:8]([F:11])([F:10])[F:9])=[CH:6][C:5](=[O:12])[N:4]([C:13]2[CH:14]=[CH:15][C:16]3[S:20][N:19]=[C:18]([C:21]([NH:23][CH:24]([CH2:28]O)[CH:25]([CH3:27])[CH3:26])=[O:22])[C:17]=3[CH:30]=2)[C:3]1=[O:31].S(Cl)([Cl:34])=O. Product: [Cl:34][CH2:28][CH:24]([NH:23][C:21]([C:18]1[C:17]2[CH:30]=[C:13]([N:4]3[C:5](=[O:12])[CH:6]=[C:7]([C:8]([F:11])([F:10])[F:9])[N:2]([CH3:1])[C:3]3=[O:31])[CH:14]=[CH:15][C:16]=2[S:20][N:19]=1)=[O:22])[CH:25]([CH3:27])[CH3:26]. The catalyst class is: 27.